This data is from Full USPTO retrosynthesis dataset with 1.9M reactions from patents (1976-2016). The task is: Predict the reactants needed to synthesize the given product. Given the product [F:29][C@H:2]([C:12]1[CH:17]=[CH:16][CH:15]=[CH:14][CH:13]=1)[C@H:3]([N:5]1[C:9]([CH3:10])=[CH:8][CH:7]=[C:6]1[CH3:11])[CH3:4], predict the reactants needed to synthesize it. The reactants are: O[C@@H:2]([C:12]1[CH:17]=[CH:16][CH:15]=[CH:14][CH:13]=1)[C@H:3]([N:5]1[C:9]([CH3:10])=[CH:8][CH:7]=[C:6]1[CH3:11])[CH3:4].C1CCN2C(=NCCC2)CC1.[F:29]C(F)(S(F)(=O)=O)C(F)(F)C(F)(F)C(F)(F)F.